This data is from Peptide-MHC class I binding affinity with 185,985 pairs from IEDB/IMGT. The task is: Regression. Given a peptide amino acid sequence and an MHC pseudo amino acid sequence, predict their binding affinity value. This is MHC class I binding data. (1) The peptide sequence is ATPYDINQMA. The MHC is Mamu-A01 with pseudo-sequence Mamu-A01. The binding affinity (normalized) is 0.533. (2) The binding affinity (normalized) is 0. The peptide sequence is AQYSPQQL. The MHC is Mamu-B52 with pseudo-sequence Mamu-B52. (3) The peptide sequence is AENDIVEAL. The MHC is HLA-B40:01 with pseudo-sequence HLA-B40:01. The binding affinity (normalized) is 0.836. (4) The MHC is HLA-A02:01 with pseudo-sequence HLA-A02:01. The peptide sequence is ELANEVKVL. The binding affinity (normalized) is 0.171. (5) The peptide sequence is TRDHVNLVL. The MHC is HLA-A03:01 with pseudo-sequence HLA-A03:01. The binding affinity (normalized) is 0.0847. (6) The peptide sequence is KVCYVPHF. The MHC is Mamu-B3901 with pseudo-sequence Mamu-B3901. The binding affinity (normalized) is 0.258.